From a dataset of Acute oral toxicity (LD50) regression data from Zhu et al.. Regression/Classification. Given a drug SMILES string, predict its toxicity properties. Task type varies by dataset: regression for continuous values (e.g., LD50, hERG inhibition percentage) or binary classification for toxic/non-toxic outcomes (e.g., AMES mutagenicity, cardiotoxicity, hepatotoxicity). Dataset: ld50_zhu. (1) The molecule is COC(=O)C=CC(=O)OC. The rat oral LD50 is 2.01, given as -log10 of the dose in mol/kg body weight (higher means more acutely toxic). (2) The drug is CC(=O)CC(C)(C)N(C)N=O. The rat oral LD50 is 1.88, given as -log10 of the dose in mol/kg body weight (higher means more acutely toxic). (3) The drug is CCOC(=O)N(C)N=O. The rat oral LD50 is 2.87, given as -log10 of the dose in mol/kg body weight (higher means more acutely toxic). (4) The molecule is CSC(C)=NOC(=O)N(C)SN(C)C(=O)Oc1ccc(OC(=O)N(C)SN(C)C(=O)ON=C(C)SC)cc1. The rat oral LD50 is 3.13, given as -log10 of the dose in mol/kg body weight (higher means more acutely toxic). (5) The molecule is C=C(C)C(=O)NCO. The rat oral LD50 is 2.61, given as -log10 of the dose in mol/kg body weight (higher means more acutely toxic). (6) The compound is Nc1cccc(C(F)(F)F)c1. The rat oral LD50 is 2.53, given as -log10 of the dose in mol/kg body weight (higher means more acutely toxic).